Task: Predict the product of the given reaction.. Dataset: Forward reaction prediction with 1.9M reactions from USPTO patents (1976-2016) (1) Given the reactants [C:1]1([S:7][CH3:8])[CH:6]=[CH:5][CH:4]=[CH:3][CH:2]=1.[CH3:9][O:10][S:11](=[O:15])(=[O:14])[O:12]C.O, predict the reaction product. The product is: [S:11]([O-:15])([O-:14])(=[O:12])=[O:10].[CH3:8][S+:7]([CH3:9])[C:1]1[CH:6]=[CH:5][CH:4]=[CH:3][CH:2]=1.[CH3:8][S+:7]([C:1]1[CH:6]=[CH:5][CH:4]=[CH:3][CH:2]=1)[CH3:9]. (2) The product is: [C:2]([C:7]1[O:11][C:10]([CH2:12][N:13]2[CH:17]=[C:16]([NH:18][C:32]([C:28]3[N:29]=[CH:30][O:31][C:27]=3[C:24]3[CH:25]=[CH:26][C:21]([O:20][CH3:19])=[CH:22][CH:23]=3)=[O:33])[CH:15]=[N:14]2)=[CH:9][CH:8]=1)(=[O:6])[CH3:1]. Given the reactants [CH3:1][C:2]1([C:7]2[O:11][C:10]([CH2:12][N:13]3[CH:17]=[C:16]([NH2:18])[CH:15]=[N:14]3)=[CH:9][CH:8]=2)[O:6]CCO1.[CH3:19][O:20][C:21]1[CH:26]=[CH:25][C:24]([C:27]2[O:31][CH:30]=[N:29][C:28]=2[C:32](O)=[O:33])=[CH:23][CH:22]=1, predict the reaction product. (3) Given the reactants [CH2:1]([C:3]1[C:14]([CH2:15][C:16]#[N:17])=[C:6]2[C:7]3[CH2:13][CH2:12][O:11][C:8]=3[CH:9]=[CH:10][N:5]2[N:4]=1)[CH3:2], predict the reaction product. The product is: [CH2:1]([C:3]1[C:14]([CH2:15][CH2:16][NH2:17])=[C:6]2[C:7]3[CH2:13][CH2:12][O:11][C:8]=3[CH:9]=[CH:10][N:5]2[N:4]=1)[CH3:2]. (4) Given the reactants Br[C:2]1[CH:7]=[CH:6][N:5]=[C:4]([NH:8][C:9]([CH:11]2[CH2:13][CH2:12]2)=[O:10])[CH:3]=1.[F:14][C:15]1[CH:16]=[C:17]([CH:19]=[CH:20][C:21]=1[N+:22]([O-:24])=[O:23])[NH2:18].C1(P(C2CCCCC2)C2C=CC=CC=2C2C(OC)=CC=CC=2OC)CCCCC1.C([O-])([O-])=O.[Cs+].[Cs+], predict the reaction product. The product is: [F:14][C:15]1[CH:16]=[C:17]([CH:19]=[CH:20][C:21]=1[N+:22]([O-:24])=[O:23])[NH:18][C:2]1[CH:7]=[CH:6][N:5]=[C:4]([NH:8][C:9]([CH:11]2[CH2:13][CH2:12]2)=[O:10])[CH:3]=1. (5) Given the reactants C[O:2][C:3]([CH:5]1[CH2:7][CH:6]1[CH2:8][N:9]1[C:17]2[N:16]=[C:15]([CH2:18][C:19]3[CH:24]=[CH:23][C:22]([NH:25][C:26](=[O:28])[CH3:27])=[CH:21][CH:20]=3)[NH:14][C:13]=2[C:12](=[O:29])[N:11]([CH2:30][C:31]2[CH:36]=[CH:35][CH:34]=[CH:33][C:32]=2[F:37])[C:10]1=[O:38])=O.[BH4-].[Li+], predict the reaction product. The product is: [F:37][C:32]1[CH:33]=[CH:34][CH:35]=[CH:36][C:31]=1[CH2:30][N:11]1[C:12](=[O:29])[C:13]2[NH:14][C:15]([CH2:18][C:19]3[CH:20]=[CH:21][C:22]([NH:25][C:26](=[O:28])[CH3:27])=[CH:23][CH:24]=3)=[N:16][C:17]=2[N:9]([CH2:8][CH:6]2[CH2:7][CH:5]2[CH2:3][OH:2])[C:10]1=[O:38]. (6) Given the reactants [CH:1]1([C:4]2[CH:5]=[CH:6][C:7]([C:15]([OH:17])=O)=[N:8][C:9]=2[O:10][CH2:11][CH:12]2[CH2:14][CH2:13]2)[CH2:3][CH2:2]1.[CH3:18][C:19]1[O:23][N:22]=[C:21]([CH:24]([CH2:26][CH:27]([CH3:29])[CH3:28])[NH2:25])[N:20]=1.CO, predict the reaction product. The product is: [CH3:28][CH:27]([CH3:29])[CH2:26][CH:24]([NH:25][C:15]([C:7]1[CH:6]=[CH:5][C:4]([CH:1]2[CH2:2][CH2:3]2)=[C:9]([O:10][CH2:11][CH:12]2[CH2:13][CH2:14]2)[N:8]=1)=[O:17])[C:21]1[N:20]=[C:19]([CH3:18])[O:23][N:22]=1. (7) Given the reactants [Cl:1][C:2]1[N:3]=[N:4][C:5]([Cl:8])=[CH:6][CH:7]=1.ClC1=C(Cl)C(OC1=O)=[O:13].C(O)(=O)C.OO.NC(N)=O, predict the reaction product. The product is: [Cl:1][C:2]1[N:3]=[N+:4]([O-:13])[C:5]([Cl:8])=[CH:6][CH:7]=1.